This data is from Catalyst prediction with 721,799 reactions and 888 catalyst types from USPTO. The task is: Predict which catalyst facilitates the given reaction. (1) Reactant: [CH3:1][C:2]1[CH:7]=[CH:6][N:5]=[C:4]([C:8]2[CH:13]=[C:12]([CH3:14])[CH:11]=[CH:10][N:9]=2)[CH:3]=1.[CH:15](NC(C)C)([CH3:17])[CH3:16].[Li].C(Br)C=C.O. Product: [CH2:1]([C:2]1[CH:7]=[CH:6][N:5]=[C:4]([C:8]2[CH:13]=[C:12]([CH3:14])[CH:11]=[CH:10][N:9]=2)[CH:3]=1)[CH2:17][CH:15]=[CH2:16]. The catalyst class is: 7. (2) Product: [CH3:1][NH:2][C@@H:3]1[C:8]2[CH:9]=[CH:10][CH:11]=[CH:12][C:7]=2[C@H:6]([C:13]2[CH:14]=[CH:15][C:16]([Cl:20])=[C:17]([Cl:19])[CH:18]=2)[CH2:5][CH2:4]1.[ClH:19]. Reactant: [CH3:1][NH:2][C@@H:3]1[C:8]2[CH:9]=[CH:10][CH:11]=[CH:12][C:7]=2[C@H:6]([C:13]2[CH:14]=[CH:15][C:16]([Cl:20])=[C:17]([Cl:19])[CH:18]=2)[CH2:5][CH2:4]1.C([O-])(=O)C(C1C=CC=CC=1)O. The catalyst class is: 114.